Dataset: Aqueous solubility values for 9,982 compounds from the AqSolDB database. Task: Regression/Classification. Given a drug SMILES string, predict its absorption, distribution, metabolism, or excretion properties. Task type varies by dataset: regression for continuous measurements (e.g., permeability, clearance, half-life) or binary classification for categorical outcomes (e.g., BBB penetration, CYP inhibition). For this dataset (solubility_aqsoldb), we predict Y. (1) The molecule is OCCC(F)(F)C(F)(F)C(F)(F)C(F)(F)C(F)(F)C(F)(F)F. The Y is -4.29 log mol/L. (2) The molecule is COc1ccsc1CN(C(=O)CCl)c1c(C)cccc1C. The Y is -4.47 log mol/L. (3) The compound is Cc1ncnc2nccnc12. The Y is -0.466 log mol/L. (4) The drug is C=CC(=O)NCO. The Y is 0.810 log mol/L. (5) The molecule is O=S(=O)([O-])CCBr.[Na+]. The Y is 0.333 log mol/L.